From a dataset of Reaction yield outcomes from USPTO patents with 853,638 reactions. Predict the reaction yield, written as a fraction of the theoretical maximum amount of product (1.0 means a 100% yield; for example, 0.34 means a 34% yield). (1) The reactants are [Cl:1][C:2]1[C:6](Cl)=[N:5][S:4][N:3]=1.[CH3:8][N:9]1[CH2:14][CH2:13][NH:12][CH2:11][CH2:10]1.[NH4+]. The catalyst is CCOC(C)=O. The product is [CH3:8][N:9]1[CH2:14][CH2:13][N:12]([C:6]2[C:2]([Cl:1])=[N:3][S:4][N:5]=2)[CH2:11][CH2:10]1. The yield is 0.902. (2) The reactants are Br[C:2]1[S:6][C:5]([C:7]2[CH:8]=[CH:9][C:10]([CH2:15][CH:16]([CH3:18])[CH3:17])=[C:11]([CH:14]=2)[C:12]#[N:13])=[N:4][N:3]=1.[CH2:19]([C:21]1[C:30](B2OC(C)(C)C(C)(C)O2)=[CH:29][CH:28]=[C:27]2[C:22]=1[CH2:23][CH2:24][N:25](C(=O)C(F)(F)F)[CH2:26]2)[CH3:20].C([O-])([O-])=O.[Na+].[Na+]. The catalyst is C1C=CC(P(C2C=CC=CC=2)[C-]2C=CC=C2)=CC=1.C1C=CC(P(C2C=CC=CC=2)[C-]2C=CC=C2)=CC=1.Cl[Pd]Cl.[Fe+2].COCCOC.O. The product is [CH2:19]([C:21]1[C:30]([C:2]2[S:6][C:5]([C:7]3[CH:8]=[CH:9][C:10]([CH2:15][CH:16]([CH3:18])[CH3:17])=[C:11]([CH:14]=3)[C:12]#[N:13])=[N:4][N:3]=2)=[CH:29][CH:28]=[C:27]2[C:22]=1[CH2:23][CH2:24][NH:25][CH2:26]2)[CH3:20]. The yield is 0.520. (3) The reactants are C(O)(=O)C.[Si]([O:12][C@H:13]1[CH2:17][N:16]([CH:18]2[CH2:23][CH2:22][NH:21][CH2:20][CH2:19]2)[C:15](=[O:24])[CH2:14]1)(C(C)(C)C)(C)C.Br[CH2:26][CH2:27][O:28][C:29]1[CH:44]=[CH:43][C:32]([O:33][C:34]2[S:35][C:36]3[C:37]([N:42]=2)=[N:38][CH:39]=[CH:40][CH:41]=3)=[CH:31][CH:30]=1.C(N(CC)C(C)C)(C)C.Cl. The catalyst is CO.CC#N.C(Cl)Cl. The product is [OH:12][C@H:13]1[CH2:17][N:16]([CH:18]2[CH2:19][CH2:20][N:21]([CH2:26][CH2:27][O:28][C:29]3[CH:30]=[CH:31][C:32]([O:33][C:34]4[S:35][C:36]5[C:37]([N:42]=4)=[N:38][CH:39]=[CH:40][CH:41]=5)=[CH:43][CH:44]=3)[CH2:22][CH2:23]2)[C:15](=[O:24])[CH2:14]1. The yield is 0.260. (4) The reactants are [Br:1][C:2]1[CH:3]=[N:4][C:5]2[C:10]([C:11]=1[C:12]1[CH:17]=[CH:16][CH:15]=[CH:14][C:13]=1[O:18][CH3:19])=[CH:9][CH:8]=[C:7]([S:20]([N:23](CC1C=CC(OC)=CC=1)[C:24]1[S:25][CH:26]=[CH:27][N:28]=1)(=[O:22])=[O:21])[CH:6]=2.C(O)(C(F)(F)F)=O. The catalyst is C(Cl)Cl.CO. The product is [Br:1][C:2]1[CH:3]=[N:4][C:5]2[C:10]([C:11]=1[C:12]1[CH:17]=[CH:16][CH:15]=[CH:14][C:13]=1[O:18][CH3:19])=[CH:9][CH:8]=[C:7]([S:20]([NH:23][C:24]1[S:25][CH:26]=[CH:27][N:28]=1)(=[O:21])=[O:22])[CH:6]=2. The yield is 0.990. (5) The reactants are [N:1]1([C:7]([C@H:9]2[NH:13][CH2:12][C@@H:11]([S:14][C:15](=[O:17])[CH3:16])[CH2:10]2)=[O:8])[CH2:6][CH2:5][CH2:4][CH2:3][CH2:2]1.[CH:18]1[C:27]2[C:22](=[CH:23][CH:24]=[CH:25][CH:26]=2)[CH:21]=[CH:20][C:19]=1[S:28](Cl)(=[O:30])=[O:29].OS([O-])(=O)=O.[K+]. The catalyst is C(Cl)Cl.CN(C1C=CN=CC=1)C. The product is [CH:18]1[C:27]2[C:22](=[CH:23][CH:24]=[CH:25][CH:26]=2)[CH:21]=[CH:20][C:19]=1[S:28]([N:13]1[C@H:9]([C:7]([N:1]2[CH2:6][CH2:5][CH2:4][CH2:3][CH2:2]2)=[O:8])[CH2:10][C@H:11]([S:14][C:15](=[O:17])[CH3:16])[CH2:12]1)(=[O:29])=[O:30]. The yield is 0.540. (6) The reactants are [CH3:1][C:2]1[C:7]([CH2:8][C:9]([O:11]C)=[O:10])=[C:6]([N:13]2[CH2:17][CH2:16][CH2:15][CH2:14]2)[N:5]=[C:4]([CH2:18][C:19]2[CH:24]=[CH:23][C:22]([NH:25][C:26]([C:28]3[CH:37]=[CH:36][C:35]4[C:30](=[CH:31][CH:32]=[CH:33][CH:34]=4)[CH:29]=3)=[O:27])=[CH:21][CH:20]=2)[N:3]=1.[OH-].[Na+].CCOCC.Cl. The catalyst is C1COCC1. The product is [CH3:1][C:2]1[C:7]([CH2:8][C:9]([OH:11])=[O:10])=[C:6]([N:13]2[CH2:17][CH2:16][CH2:15][CH2:14]2)[N:5]=[C:4]([CH2:18][C:19]2[CH:20]=[CH:21][C:22]([NH:25][C:26]([C:28]3[CH:37]=[CH:36][C:35]4[C:30](=[CH:31][CH:32]=[CH:33][CH:34]=4)[CH:29]=3)=[O:27])=[CH:23][CH:24]=2)[N:3]=1. The yield is 0.370. (7) The reactants are [CH:1]1([C:4]([C:6](=[CH:9]OCC)[C:7]#[N:8])=O)[CH2:3][CH2:2]1.O.[NH2:14][NH2:15]. The catalyst is C(O)C. The product is [CH:1]1([C:4]2[C:6]([C:7]#[N:8])=[CH:9][NH:15][N:14]=2)[CH2:2][CH2:3]1. The yield is 0.620.